This data is from Peptide-MHC class I binding affinity with 185,985 pairs from IEDB/IMGT. The task is: Regression. Given a peptide amino acid sequence and an MHC pseudo amino acid sequence, predict their binding affinity value. This is MHC class I binding data. (1) The peptide sequence is TSQKSIVAY. The MHC is HLA-A26:01 with pseudo-sequence HLA-A26:01. The binding affinity (normalized) is 0.167. (2) The peptide sequence is LYRPNIPLK. The MHC is HLA-A32:01 with pseudo-sequence HLA-A32:01. The binding affinity (normalized) is 0. (3) The peptide sequence is ENAVWDQYK. The MHC is HLA-A31:01 with pseudo-sequence HLA-A31:01. The binding affinity (normalized) is 0.0737. (4) The peptide sequence is TVFGASPL. The MHC is H-2-Db with pseudo-sequence H-2-Db. The binding affinity (normalized) is 0. (5) The peptide sequence is PPPPPPGLA. The MHC is Mamu-A01 with pseudo-sequence Mamu-A01. The binding affinity (normalized) is 0. (6) The MHC is HLA-A01:01 with pseudo-sequence HLA-A01:01. The peptide sequence is TENTSSYYA. The binding affinity (normalized) is 0. (7) The peptide sequence is CLIFLLVLL. The MHC is Patr-A0701 with pseudo-sequence Patr-A0701. The binding affinity (normalized) is 0.370.